This data is from Forward reaction prediction with 1.9M reactions from USPTO patents (1976-2016). The task is: Predict the product of the given reaction. (1) Given the reactants [CH:1]1[C:14]2[C:13]3[C:8](=[CH:9][CH:10]=[CH:11][CH:12]=3)[C:7](=[O:15])[NH:6][C:5]=2[CH:4]=[CH:3][CH:2]=1.[O:16]1[CH:20]=[CH:19][CH:18]=[C:17]1[C:21](Cl)=[O:22], predict the reaction product. The product is: [O:16]1[CH:20]=[CH:19][CH:18]=[C:17]1[C:21]([N:6]1[C:7](=[O:15])[C:8]2[C:13](=[CH:12][CH:11]=[CH:10][CH:9]=2)[C:14]2[CH:1]=[CH:2][CH:3]=[CH:4][C:5]1=2)=[O:22]. (2) Given the reactants C([O:3][C:4](=[O:40])[C@@H:5]([N:33]([CH2:37][CH2:38][CH3:39])[CH2:34][CH2:35][CH3:36])[CH2:6][CH2:7][CH2:8][N:9]([CH2:11][C:12]1[CH:17]=[CH:16][C:15]([CH2:18][N:19]([CH2:27][C:28]2[NH:29][CH:30]=[CH:31][N:32]=2)[CH2:20][C:21]2[N:22]([CH3:26])[CH:23]=[CH:24][N:25]=2)=[CH:14][CH:13]=1)[CH3:10])C, predict the reaction product. The product is: [CH2:34]([N:33]([C@@H:5]([CH2:6][CH2:7][CH2:8][N:9]([CH2:11][C:12]1[CH:13]=[CH:14][C:15]([CH2:18][N:19]([CH2:27][C:28]2[NH:29][CH:30]=[CH:31][N:32]=2)[CH2:20][C:21]2[N:22]([CH3:26])[CH:23]=[CH:24][N:25]=2)=[CH:16][CH:17]=1)[CH3:10])[C:4]([OH:40])=[O:3])[CH2:37][CH2:38][CH3:39])[CH2:35][CH3:36]. (3) The product is: [F:1][C:2]1[CH:11]=[C:10]([C:12]2[CH:17]=[CH:16][N:15]3[C:18]([C:21]([NH:22][C:23]4[CH:28]=[C:27]([C:29](=[O:45])[NH:30][CH2:31][C:32]5[CH:37]=[CH:36][CH:35]=[CH:34][C:33]=5[N:38]5[CH2:39][CH2:40][N:41]([CH3:44])[CH2:42][CH2:43]5)[CH:26]=[CH:25][C:24]=4[F:46])=[O:47])=[CH:19][N:20]=[C:14]3[CH:13]=2)[CH:9]=[CH:8][C:3]=1[C:4](=[O:5])[NH:51][CH2:50][CH2:49][F:48]. Given the reactants [F:1][C:2]1[CH:11]=[C:10]([C:12]2[CH:17]=[CH:16][N:15]3[C:18]([C:21](=[O:47])[NH:22][C:23]4[CH:28]=[C:27]([C:29](=[O:45])[NH:30][CH2:31][C:32]5[CH:37]=[CH:36][CH:35]=[CH:34][C:33]=5[N:38]5[CH2:43][CH2:42][N:41]([CH3:44])[CH2:40][CH2:39]5)[CH:26]=[CH:25][C:24]=4[F:46])=[CH:19][N:20]=[C:14]3[CH:13]=2)[CH:9]=[CH:8][C:3]=1[C:4](OC)=[O:5].[F:48][CH2:49][CH2:50][NH2:51], predict the reaction product.